Dataset: Reaction yield outcomes from USPTO patents with 853,638 reactions. Task: Predict the reaction yield, written as a fraction of the theoretical maximum amount of product (1.0 means a 100% yield; for example, 0.34 means a 34% yield). The reactants are [I:1][C:2]1[C:10]2[CH2:9][CH2:8][C:7]([CH3:12])([CH3:11])[CH2:6][C:5]=2[NH:4][N:3]=1.C(N(CC)CC)C.[C:20](O[C:20]([O:22][C:23]([CH3:26])([CH3:25])[CH3:24])=[O:21])([O:22][C:23]([CH3:26])([CH3:25])[CH3:24])=[O:21]. The catalyst is CN(C)C1C=CN=CC=1.O1CCCC1. The product is [I:1][C:2]1[C:10]2[CH2:9][CH2:8][C:7]([CH3:12])([CH3:11])[CH2:6][C:5]=2[N:4]([C:20]([O:22][C:23]([CH3:26])([CH3:25])[CH3:24])=[O:21])[N:3]=1. The yield is 0.950.